From a dataset of Reaction yield outcomes from USPTO patents with 853,638 reactions. Predict the reaction yield, written as a fraction of the theoretical maximum amount of product (1.0 means a 100% yield; for example, 0.34 means a 34% yield). The reactants are [Cl:1][C:2]1[N:7]=[C:6](Cl)[CH:5]=[CH:4][N:3]=1.[OH:9][C:10]1[CH:37]=[CH:36][CH:35]=[CH:34][C:11]=1[CH2:12][NH:13][C:14]([NH:16][C:17]1[N:21]([C:22]2[CH:27]=[CH:26][CH:25]=[C:24]([S:28][CH3:29])[CH:23]=2)[N:20]=[C:19]([C:30]([CH3:33])([CH3:32])[CH3:31])[CH:18]=1)=[O:15].[OH-].[Na+].[Cl-].[NH4+]. The catalyst is CC(C)=O. The product is [Cl:1][C:2]1[N:7]=[C:6]([O:9][C:10]2[CH:37]=[CH:36][CH:35]=[CH:34][C:11]=2[CH2:12][NH:13][C:14]([NH:16][C:17]2[N:21]([C:22]3[CH:27]=[CH:26][CH:25]=[C:24]([S:28][CH3:29])[CH:23]=3)[N:20]=[C:19]([C:30]([CH3:31])([CH3:32])[CH3:33])[CH:18]=2)=[O:15])[CH:5]=[CH:4][N:3]=1. The yield is 0.780.